From a dataset of NCI-60 drug combinations with 297,098 pairs across 59 cell lines. Regression. Given two drug SMILES strings and cell line genomic features, predict the synergy score measuring deviation from expected non-interaction effect. (1) Drug 1: C1=CC(=CC=C1CC(C(=O)O)N)N(CCCl)CCCl.Cl. Drug 2: C1=NC(=NC(=O)N1C2C(C(C(O2)CO)O)O)N. Cell line: OVCAR-4. Synergy scores: CSS=5.28, Synergy_ZIP=-1.09, Synergy_Bliss=0.387, Synergy_Loewe=-11.0, Synergy_HSA=-3.39. (2) Drug 1: CC1CC2C3CCC4=CC(=O)C=CC4(C3(C(CC2(C1(C(=O)CO)O)C)O)F)C. Drug 2: C1CC(CNC1)C2=CC=C(C=C2)N3C=C4C=CC=C(C4=N3)C(=O)N. Cell line: NCIH23. Synergy scores: CSS=32.6, Synergy_ZIP=-5.66, Synergy_Bliss=-3.57, Synergy_Loewe=-18.8, Synergy_HSA=-2.13. (3) Drug 1: CC1=CC2C(CCC3(C2CCC3(C(=O)C)OC(=O)C)C)C4(C1=CC(=O)CC4)C. Drug 2: C1CNP(=O)(OC1)N(CCCl)CCCl. Cell line: OVCAR-5. Synergy scores: CSS=-3.42, Synergy_ZIP=1.09, Synergy_Bliss=-5.76, Synergy_Loewe=-9.32, Synergy_HSA=-9.29. (4) Drug 1: CC1C(C(CC(O1)OC2CC(CC3=C2C(=C4C(=C3O)C(=O)C5=C(C4=O)C(=CC=C5)OC)O)(C(=O)CO)O)N)O.Cl. Drug 2: CS(=O)(=O)OCCCCOS(=O)(=O)C. Cell line: UO-31. Synergy scores: CSS=1.99, Synergy_ZIP=-0.446, Synergy_Bliss=0.601, Synergy_Loewe=0.786, Synergy_HSA=0.362. (5) Drug 1: CC1CCC2CC(C(=CC=CC=CC(CC(C(=O)C(C(C(=CC(C(=O)CC(OC(=O)C3CCCCN3C(=O)C(=O)C1(O2)O)C(C)CC4CCC(C(C4)OC)OCCO)C)C)O)OC)C)C)C)OC. Drug 2: CCN(CC)CCNC(=O)C1=C(NC(=C1C)C=C2C3=C(C=CC(=C3)F)NC2=O)C. Cell line: MDA-MB-435. Synergy scores: CSS=-4.04, Synergy_ZIP=3.37, Synergy_Bliss=6.64, Synergy_Loewe=-0.590, Synergy_HSA=0.0189. (6) Drug 1: CC(CN1CC(=O)NC(=O)C1)N2CC(=O)NC(=O)C2. Drug 2: C1C(C(OC1N2C=NC3=C2NC=NCC3O)CO)O. Cell line: ACHN. Synergy scores: CSS=33.2, Synergy_ZIP=-8.80, Synergy_Bliss=-4.08, Synergy_Loewe=-3.16, Synergy_HSA=-1.68.